Dataset: Forward reaction prediction with 1.9M reactions from USPTO patents (1976-2016). Task: Predict the product of the given reaction. (1) Given the reactants [C:1]([NH:4][CH2:5][CH2:6][C:7]1[CH:25]=[CH:24][CH:23]=[CH:22][C:8]=1[O:9][C:10]1[CH:15]=[CH:14][CH:13]=[CH:12][C:11]=1/[CH:16]=[CH:17]/[C:18]([O:20]C)=[O:19])(=[O:3])[CH3:2].[OH-].[Na+].Cl, predict the reaction product. The product is: [C:1]([NH:4][CH2:5][CH2:6][C:7]1[CH:25]=[CH:24][CH:23]=[CH:22][C:8]=1[O:9][C:10]1[CH:15]=[CH:14][CH:13]=[CH:12][C:11]=1[CH2:16][CH2:17][C:18]([OH:20])=[O:19])(=[O:3])[CH3:2]. (2) Given the reactants [C:1]([OH:14])(=O)[CH2:2][CH2:3][CH2:4][CH2:5][CH2:6][CH2:7][CH2:8][CH2:9][CH2:10][CH2:11][CH3:12].S(Cl)(Cl)=O.[ClH:19].[Br:20]Br, predict the reaction product. The product is: [Br:20][CH:2]([CH2:3][CH2:4][CH2:5][CH2:6][CH2:7][CH2:8][CH2:9][CH2:10][CH2:11][CH3:12])[C:1]([Cl:19])=[O:14]. (3) The product is: [CH3:5][C:6]1[CH:27]=[CH:26][CH:25]=[CH:24][C:7]=1[CH2:8][O:9][C:10]1[CH:15]=[CH:14][C:13]([CH:16]([C:21]#[C:22][CH3:23])[CH2:17][C:18]#[N:20])=[CH:12][CH:11]=1. Given the reactants S(Cl)(Cl)=O.[CH3:5][C:6]1[CH:27]=[CH:26][CH:25]=[CH:24][C:7]=1[CH2:8][O:9][C:10]1[CH:15]=[CH:14][C:13]([CH:16]([C:21]#[C:22][CH3:23])[CH2:17][C:18]([NH2:20])=O)=[CH:12][CH:11]=1, predict the reaction product. (4) Given the reactants [Cl:1][C:2]1[CH:3]=[CH:4][C:5]([N+:12]([O-:14])=[O:13])=[C:6]2[C:11]=1[CH:10]=[N:9][CH:8]=[CH:7]2.[BH4-].[Na+].N, predict the reaction product. The product is: [Cl:1][C:2]1[CH:3]=[CH:4][C:5]([N+:12]([O-:14])=[O:13])=[C:6]2[C:11]=1[CH2:10][NH:9][CH2:8][CH2:7]2. (5) Given the reactants [F:1][C:2]1[C:10]2[N:9]([CH2:11][C:12]([C:15]3[CH:20]=[CH:19][N:18]=[CH:17][CH:16]=3)(O)[CH3:13])[C:8]3[CH2:21][CH2:22][N:23]([CH3:25])[CH2:24][C:7]=3[C:6]=2[CH:5]=[CH:4][CH:3]=1.[OH-].[K+], predict the reaction product. The product is: [F:1][C:2]1[C:10]2[N:9](/[CH:11]=[C:12](/[C:15]3[CH:20]=[CH:19][N:18]=[CH:17][CH:16]=3)\[CH3:13])[C:8]3[CH2:21][CH2:22][N:23]([CH3:25])[CH2:24][C:7]=3[C:6]=2[CH:5]=[CH:4][CH:3]=1. (6) Given the reactants [CH2:1]([C:3]1[N:4]([C:28]2[CH:33]=[CH:32][C:31]([OH:34])=[CH:30][CH:29]=2)[C:5](=[O:27])[C:6]([CH2:12][C:13]2[CH:18]=[CH:17][C:16]([C:19]3[C:20]([C:25]#[N:26])=[CH:21][CH:22]=[CH:23][CH:24]=3)=[CH:15][CH:14]=2)=[C:7]([CH2:9][CH2:10][CH3:11])[N:8]=1)[CH3:2].I[CH2:36][C:37]([CH3:40])([CH3:39])[CH3:38].C(=O)([O-])[O-].[Cs+].[Cs+], predict the reaction product. The product is: [CH3:36][C:37]([CH3:40])([CH3:39])[CH2:38][O:34][C:31]1[CH:32]=[CH:33][C:28]([N:4]2[C:5](=[O:27])[C:6]([CH2:12][C:13]3[CH:18]=[CH:17][C:16]([C:19]4[C:20]([C:25]#[N:26])=[CH:21][CH:22]=[CH:23][CH:24]=4)=[CH:15][CH:14]=3)=[C:7]([CH2:9][CH2:10][CH3:11])[N:8]=[C:3]2[CH2:1][CH3:2])=[CH:29][CH:30]=1. (7) Given the reactants [CH3:1][C:2]1[CH:7]=[CH:6][CH:5]=[C:4]([CH3:8])[C:3]=1[N:9]1[CH:13]=[CH:12][N:11]=[C:10]1[C:14]1[CH:19]=[CH:18][C:17](I)=[CH:16][CH:15]=1.[C:21]([C:23]1[CH:28]=[CH:27][CH:26]=[C:25]([C:29]#[CH:30])[CH:24]=1)#[CH:22], predict the reaction product. The product is: [CH3:1][C:2]1[CH:7]=[CH:6][CH:5]=[C:4]([CH3:8])[C:3]=1[N:9]1[CH:13]=[CH:12][N:11]=[C:10]1[C:14]1[CH:19]=[CH:18][C:17]([C:22]#[C:21][C:23]2[CH:28]=[CH:27][CH:26]=[C:25]([C:29]#[C:30][C:17]3[CH:18]=[CH:19][C:14]([C:10]4[N:9]([C:3]5[C:4]([CH3:8])=[CH:5][CH:6]=[CH:7][C:2]=5[CH3:1])[CH:13]=[CH:12][N:11]=4)=[CH:15][CH:16]=3)[CH:24]=2)=[CH:16][CH:15]=1. (8) The product is: [CH:8]1([CH:1]=[CH:2][C:3]([OH:5])=[O:4])[CH2:13][CH2:12][CH2:11][CH2:10][CH2:9]1. Given the reactants [C:1](O)(=O)[CH2:2][C:3]([OH:5])=[O:4].[CH:8]1(C=O)[CH2:13][CH2:12][CH2:11][CH2:10][CH2:9]1.N1CCCCC1.Cl, predict the reaction product.